Dataset: Peptide-MHC class I binding affinity with 185,985 pairs from IEDB/IMGT. Task: Regression. Given a peptide amino acid sequence and an MHC pseudo amino acid sequence, predict their binding affinity value. This is MHC class I binding data. (1) The peptide sequence is TNSVIIMAY. The MHC is HLA-A26:01 with pseudo-sequence HLA-A26:01. The binding affinity (normalized) is 0.0983. (2) The peptide sequence is EVREFLGSY. The MHC is HLA-A29:02 with pseudo-sequence HLA-A29:02. The binding affinity (normalized) is 0.0847.